From a dataset of Full USPTO retrosynthesis dataset with 1.9M reactions from patents (1976-2016). Predict the reactants needed to synthesize the given product. (1) The reactants are: [CH:1]1([NH:7][C:8]2[N:16]=[C:15]([NH:17][C:18]3[CH:23]=[CH:22][C:21]([N:24]4[CH2:29][CH2:28][CH:27]([C:30]([N:32]5[CH2:37][CH2:36][O:35][CH2:34][CH2:33]5)=[O:31])[CH2:26][CH2:25]4)=[CH:20][C:19]=3[O:38][CH3:39])[N:14]=[C:13]3[C:9]=2[N:10]=[CH:11][N:12]3C2CCCCO2)[CH2:6][CH2:5][CH2:4][CH2:3][CH2:2]1.Cl.CO. Given the product [CH:1]1([NH:7][C:8]2[N:16]=[C:15]([NH:17][C:18]3[CH:23]=[CH:22][C:21]([N:24]4[CH2:25][CH2:26][CH:27]([C:30]([N:32]5[CH2:33][CH2:34][O:35][CH2:36][CH2:37]5)=[O:31])[CH2:28][CH2:29]4)=[CH:20][C:19]=3[O:38][CH3:39])[N:14]=[C:13]3[C:9]=2[N:10]=[CH:11][NH:12]3)[CH2:2][CH2:3][CH2:4][CH2:5][CH2:6]1, predict the reactants needed to synthesize it. (2) Given the product [C:23]([C:21]1[N:22]=[C:18]([C:16]([NH:15][C:12]2[CH:13]=[CH:14][C:9]([CH:8]=[CH:7][C:6]([OH:39])=[O:5])=[CH:10][C:11]=2[C:33]2[CH2:38][CH2:37][CH2:36][CH2:35][CH:34]=2)=[O:17])[NH:19][CH:20]=1)#[N:24], predict the reactants needed to synthesize it. The reactants are: C([O:5][C:6](=[O:39])[CH:7]=[CH:8][C:9]1[CH:14]=[CH:13][C:12]([NH:15][C:16]([C:18]2[N:19](COCC[Si](C)(C)C)[CH:20]=[C:21]([C:23]#[N:24])[N:22]=2)=[O:17])=[C:11]([C:33]2[CH2:38][CH2:37][CH2:36][CH2:35][CH:34]=2)[CH:10]=1)(C)(C)C.C(O)(C(F)(F)F)=O.CCO.